From a dataset of Reaction yield outcomes from USPTO patents with 853,638 reactions. Predict the reaction yield, written as a fraction of the theoretical maximum amount of product (1.0 means a 100% yield; for example, 0.34 means a 34% yield). The reactants are [NH2:1][C:2]1[C:3]([C:18]2[CH:26]=[CH:25][C:21]([C:22]([OH:24])=O)=[CH:20][C:19]=2[CH3:27])=[N:4][CH:5]=[CH:6][C:7]=1[C:8](=[O:17])[C:9]1[CH:14]=[CH:13][C:12]([F:15])=[CH:11][C:10]=1[F:16].[N:28]1([CH2:34][CH2:35][NH2:36])[CH2:33][CH2:32][O:31][CH2:30][CH2:29]1.F[P-](F)(F)(F)(F)F.N1(OC(N(C)C)=[N+](C)C)C2C=CC=CC=2N=N1.C(N(C(C)C)CC)(C)C. The catalyst is CN(C)C=O.C(OCC)(=O)C. The product is [NH2:1][C:2]1[C:3]([C:18]2[CH:26]=[CH:25][C:21]([C:22]([NH:36][CH2:35][CH2:34][N:28]3[CH2:33][CH2:32][O:31][CH2:30][CH2:29]3)=[O:24])=[CH:20][C:19]=2[CH3:27])=[N:4][CH:5]=[CH:6][C:7]=1[C:8](=[O:17])[C:9]1[CH:14]=[CH:13][C:12]([F:15])=[CH:11][C:10]=1[F:16]. The yield is 0.450.